The task is: Predict the product of the given reaction.. This data is from Forward reaction prediction with 1.9M reactions from USPTO patents (1976-2016). (1) The product is: [CH3:1][N:2]1[CH2:15][C:7]2=[C:8]3[C:12](=[CH:13][CH:14]=[C:6]2[O:5][CH2:4][CH2:3]1)[N:11]([S:24]([C:18]1[CH:23]=[CH:22][CH:21]=[CH:20][CH:19]=1)(=[O:26])=[O:25])[CH:10]=[CH:9]3. Given the reactants [CH3:1][N:2]1[CH2:15][C:7]2=[C:8]3[C:12](=[CH:13][CH:14]=[C:6]2[O:5][CH2:4][CH2:3]1)[NH:11][CH:10]=[CH:9]3.[H-].[Na+].[C:18]1([S:24](Cl)(=[O:26])=[O:25])[CH:23]=[CH:22][CH:21]=[CH:20][CH:19]=1.Cl, predict the reaction product. (2) Given the reactants [Cl:1][C:2]1[CH:7]=[CH:6][C:5]([C:8]2[N:12]([C:13]3[CH:18]=[CH:17][C:16]([Cl:19])=[CH:15][C:14]=3[Cl:20])[N:11]=[C:10]([C:21]#[N:22])[C:9]=2[CH3:23])=[CH:4][CH:3]=1.[N-:24]=[N+:25]=[N-:26].[Na+].[Cl-].[NH4+], predict the reaction product. The product is: [Cl:1][C:2]1[CH:3]=[CH:4][C:5]([C:8]2[N:12]([C:13]3[CH:18]=[CH:17][C:16]([Cl:19])=[CH:15][C:14]=3[Cl:20])[N:11]=[C:10]([C:21]3[NH:26][N:25]=[N:24][N:22]=3)[C:9]=2[CH3:23])=[CH:6][CH:7]=1. (3) Given the reactants C1(P(C2C=CC=CC=2)C2C=CC=CC=2)C=CC=CC=1.N(C(OC(C)C)=O)=NC(OC(C)C)=O.[OH:34][C:35]1[CH:50]=[CH:49][C:38]([C:39]([O:41][CH2:42][C:43]2[CH:48]=[CH:47][CH:46]=[CH:45][CH:44]=2)=[O:40])=[CH:37][CH:36]=1.[CH3:51][C:52]1([CH3:59])[O:56][C@H:55]([CH2:57]O)[CH2:54][O:53]1, predict the reaction product. The product is: [CH3:51][C:52]1([CH3:59])[O:56][C@H:55]([CH2:57][O:34][C:35]2[CH:50]=[CH:49][C:38]([C:39]([O:41][CH2:42][C:43]3[CH:48]=[CH:47][CH:46]=[CH:45][CH:44]=3)=[O:40])=[CH:37][CH:36]=2)[CH2:54][O:53]1. (4) Given the reactants Cl.[NH2:2][CH2:3][C:4]1[CH:12]=[CH:11][CH:10]=[C:9]2[C:5]=1[C:6](=[O:22])[N:7]([CH:14]1[CH2:19][CH2:18][C:17](=[O:20])[NH:16][C:15]1=[O:21])[C:8]2=[O:13].[N:23]1[CH:28]=[CH:27][N:26]=[CH:25][C:24]=1[C:29](Cl)=[O:30].C(N(CC)CC)C, predict the reaction product. The product is: [O:21]=[C:15]1[CH:14]([N:7]2[C:6](=[O:22])[C:5]3[C:9](=[CH:10][CH:11]=[CH:12][C:4]=3[CH2:3][NH:2][C:29]([C:24]3[CH:25]=[N:26][CH:27]=[CH:28][N:23]=3)=[O:30])[C:8]2=[O:13])[CH2:19][CH2:18][C:17](=[O:20])[NH:16]1. (5) Given the reactants FC(F)(F)C(O)=O.[C:8]([C:10]1[CH:15]=[CH:14][N:13]2[N:16]=[CH:17][C:18]([C:19]3[N:24]=[C:23]([NH:25][C@@H:26]4[CH2:31][CH2:30][CH2:29][N:28](C(OC(C)(C)C)=O)[CH2:27]4)[CH:22]=[CH:21][N:20]=3)=[C:12]2[CH:11]=1)#[N:9].C(=O)([O-])O.[Na+], predict the reaction product. The product is: [NH:28]1[CH2:29][CH2:30][CH2:31][C@@H:26]([NH:25][C:23]2[CH:22]=[CH:21][N:20]=[C:19]([C:18]3[CH:17]=[N:16][N:13]4[CH:14]=[CH:15][C:10]([C:8]#[N:9])=[CH:11][C:12]=34)[N:24]=2)[CH2:27]1. (6) The product is: [C:1]([Si:5]([CH3:24])([CH3:23])[O:6][CH:7]([CH2:16][C:17]1[CH:22]=[CH:21][CH:20]=[CH:19][CH:18]=1)[CH2:8][CH2:9][CH:10]1[CH2:11][CH2:12][C:13](=[O:15])[N:14]1[CH2:36][CH2:37][CH2:38][C:39]1[CH:40]=[CH:41][C:42]([C:43]#[N:44])=[CH:45][CH:46]=1)([CH3:3])([CH3:2])[CH3:4]. Given the reactants [C:1]([Si:5]([CH3:24])([CH3:23])[O:6][CH:7]([CH2:16][C:17]1[CH:22]=[CH:21][CH:20]=[CH:19][CH:18]=1)[CH2:8][CH2:9][CH:10]1[NH:14][C:13](=[O:15])[CH2:12][CH2:11]1)([CH3:4])([CH3:3])[CH3:2].C[Si]([N-][Si](C)(C)C)(C)C.[Na+].Br[CH2:36][CH2:37][CH2:38][C:39]1[CH:46]=[CH:45][C:42]([C:43]#[N:44])=[CH:41][CH:40]=1, predict the reaction product. (7) Given the reactants C([O:5][C:6]([NH:8][C@@H:9]([CH2:21][C:22]1[CH:27]=[CH:26][CH:25]=[CH:24][CH:23]=1)[C@H:10]([OH:20])/[CH:11]=[CH:12]/[CH2:13][CH2:14][CH2:15][C:16]([O:18][CH3:19])=[O:17])=O)(C)(C)C.O1CCNC1=O.CS(Cl)(=O)=O, predict the reaction product. The product is: [CH2:21]([C@H:9]1[C@H:10](/[CH:11]=[CH:12]/[CH2:13][CH2:14][CH2:15][C:16]([O:18][CH3:19])=[O:17])[O:20][C:6](=[O:5])[NH:8]1)[C:22]1[CH:27]=[CH:26][CH:25]=[CH:24][CH:23]=1. (8) Given the reactants [CH:1]1([NH2:7])[CH2:6][CH2:5][CH2:4][CH2:3][CH2:2]1.[Cl:8][C:9]1[CH:18]=[CH:17][C:12]([CH2:13][N:14]=[C:15]=[S:16])=[CH:11][CH:10]=1.Cl.[N:20]1([CH2:26][CH2:27][CH2:28]Cl)[CH2:25][CH2:24][CH2:23][CH2:22][CH2:21]1.[I-].[K+], predict the reaction product. The product is: [Cl:8][C:9]1[CH:10]=[CH:11][C:12]([CH2:13][N:14]([CH2:28][CH2:27][CH2:26][N:20]2[CH2:25][CH2:24][CH2:23][CH2:22][CH2:21]2)[C:15](=[N:7][CH:1]2[CH2:6][CH2:5][CH2:4][CH2:3][CH2:2]2)[SH:16])=[CH:17][CH:18]=1. (9) Given the reactants [NH2:1][C:2]1[N:23]=[C:22](Cl)[CH:21]=[CH:20][C:3]=1[C:4]([NH:6][CH2:7][C:8]1[S:9][C:10]([O:13][C:14]2[CH:19]=[CH:18][CH:17]=[CH:16][CH:15]=2)=[CH:11][CH:12]=1)=[O:5].C1C=CC(CC(NCN[C@H](C(O)=O)CC2C=CC([N+]([O-])=O)=CC=2)=O)=CC=1.[N:51]1[CH:56]=[CH:55][CH:54]=[CH:53][C:52]=1[CH2:57][CH2:58][NH2:59].O, predict the reaction product. The product is: [NH2:1][C:2]1[N:23]=[C:22]([NH:59][CH2:58][CH2:57][C:52]2[CH:53]=[CH:54][CH:55]=[CH:56][N:51]=2)[CH:21]=[CH:20][C:3]=1[C:4]([NH:6][CH2:7][C:8]1[S:9][C:10]([O:13][C:14]2[CH:19]=[CH:18][CH:17]=[CH:16][CH:15]=2)=[CH:11][CH:12]=1)=[O:5].